This data is from Forward reaction prediction with 1.9M reactions from USPTO patents (1976-2016). The task is: Predict the product of the given reaction. (1) Given the reactants [OH:1][C@H:2]1[CH2:6][N:5]([C:7]([O:9][C:10]([CH3:13])([CH3:12])[CH3:11])=[O:8])[C@H:4]([C:14]([O:16][CH3:17])=[O:15])[CH2:3]1.[C:18]([N:25]1[CH:29]=[CH:28]N=[CH:26]1)(N1C=CN=C1)=[O:19].[CH:30]([C:32]1C=[CH:39][CH:38]=[C:37]2[C:33]=1CNC2)=[CH2:31].OS([O-])(=O)=O.[K+], predict the reaction product. The product is: [CH:38]([C:37]1[CH:33]=[CH:32][CH:30]=[C:31]2[C:28]=1[CH2:29][N:25]([C:18]([O:1][C@H:2]1[CH2:6][N:5]([C:7]([O:9][C:10]([CH3:11])([CH3:12])[CH3:13])=[O:8])[C@H:4]([C:14]([O:16][CH3:17])=[O:15])[CH2:3]1)=[O:19])[CH2:26]2)=[CH2:39]. (2) Given the reactants [F:1][C:2]1[CH:7]=[CH:6][CH:5]=[CH:4][C:3]=1[S:8]([NH:11][C:12]1[C:23]([C:24]([O:26][CH3:27])=[O:25])=[C:16]2[CH2:17][CH2:18][CH2:19][CH2:20][C:21](=[O:22])[C:15]2=[CH:14][CH:13]=1)(=[O:10])=[O:9].[CH3:28]O, predict the reaction product. The product is: [F:1][C:2]1[CH:7]=[CH:6][CH:5]=[CH:4][C:3]=1[S:8]([NH:11][C:12]1[C:23]([C:24]([O:26][CH3:27])=[O:25])=[C:16]2[CH2:17][CH2:18][CH2:19][CH2:20][CH:21]([O:22][CH3:28])[C:15]2=[CH:14][CH:13]=1)(=[O:10])=[O:9].[F:1][C:2]1[CH:7]=[CH:6][CH:5]=[CH:4][C:3]=1[S:8]([NH:11][C:12]1[C:23]([C:24]([O:26][CH3:27])=[O:25])=[C:16]2[CH2:17][CH2:18][CH2:19][CH2:20][CH2:21][C:15]2=[CH:14][CH:13]=1)(=[O:10])=[O:9].